Dataset: Full USPTO retrosynthesis dataset with 1.9M reactions from patents (1976-2016). Task: Predict the reactants needed to synthesize the given product. (1) Given the product [CH3:22][N:1]1[CH:5]=[C:4]([S:6]([N:9]2[CH2:10][CH2:11][N:12]([C:15]([O:17][C:18]([CH3:21])([CH3:20])[CH3:19])=[O:16])[CH2:13][CH2:14]2)(=[O:8])=[O:7])[N:3]=[N:2]1, predict the reactants needed to synthesize it. The reactants are: [NH:1]1[CH:5]=[C:4]([S:6]([N:9]2[CH2:14][CH2:13][N:12]([C:15]([O:17][C:18]([CH3:21])([CH3:20])[CH3:19])=[O:16])[CH2:11][CH2:10]2)(=[O:8])=[O:7])[N:3]=[N:2]1.[C:22]([O-])([O-])=O.[K+].[K+].CI. (2) Given the product [Cl:1][C:2]1[CH:7]=[CH:6][C:5]([NH:8][C:9]([NH:11][CH2:12][CH:13]2[O:18][CH2:17][CH2:16][NH:15][CH2:14]2)=[O:10])=[CH:4][CH:3]=1, predict the reactants needed to synthesize it. The reactants are: [Cl:1][C:2]1[CH:7]=[CH:6][C:5]([NH:8][C:9]([NH:11][CH2:12][CH:13]2[O:18][CH2:17][CH2:16][N:15](C(OC(C)(C)C)=O)[CH2:14]2)=[O:10])=[CH:4][CH:3]=1. (3) Given the product [Cl:1][C:2]1[C:7]([F:8])=[CH:6][CH:5]=[C:4]([Cl:9])[C:3]=1[CH:10]([O:12][C:13]1[C:14]([NH2:30])=[N:15][CH:16]=[C:17]([C:19]2[N:20]=[N:21][N:22]([CH:24]3[CH2:29][CH2:28][N:27]([S:39]([CH3:38])(=[O:41])=[O:40])[CH2:26][CH2:25]3)[CH:23]=2)[CH:18]=1)[CH3:11], predict the reactants needed to synthesize it. The reactants are: [Cl:1][C:2]1[C:7]([F:8])=[CH:6][CH:5]=[C:4]([Cl:9])[C:3]=1[CH:10]([O:12][C:13]1[C:14]([NH2:30])=[N:15][CH:16]=[C:17]([C:19]2[N:20]=[N:21][N:22]([CH:24]3[CH2:29][CH2:28][NH:27][CH2:26][CH2:25]3)[CH:23]=2)[CH:18]=1)[CH3:11].C(N(CC)CC)C.[CH3:38][S:39](Cl)(=[O:41])=[O:40]. (4) The reactants are: [NH2:1][C:2]1[CH:7]=[C:6]([C:8]2[C:9]3[CH:25]=[CH:24][CH:23]=[N:22][C:10]=3[N:11]=[C:12]([NH:20][CH3:21])[CH:13]([C:15]3[S:16][CH:17]=[CH:18][CH:19]=3)[N:14]=2)[CH:5]=[CH:4][N:3]=1.[CH:26]1(N)C[CH2:27]1. Given the product [NH2:1][C:2]1[CH:7]=[C:6]([C:8]2[C:9]3[CH:25]=[CH:24][CH:23]=[N:22][C:10]=3[N:11]=[C:12]([NH:20][CH:21]3[CH2:27][CH2:26]3)[CH:13]([C:15]3[S:16][CH:17]=[CH:18][CH:19]=3)[N:14]=2)[CH:5]=[CH:4][N:3]=1, predict the reactants needed to synthesize it. (5) Given the product [F:1][C:2]1[CH:3]=[CH:4][C:5]([C:8]2[C:9](=[O:11])[N:34]([CH3:33])[C:35]([S:36][CH3:37])=[N:15][C:14]=2[C:16]2[CH:21]=[CH:20][N:19]=[CH:18][CH:17]=2)=[CH:6][CH:7]=1, predict the reactants needed to synthesize it. The reactants are: [F:1][C:2]1[CH:7]=[CH:6][C:5]([CH2:8][C:9]([O:11]CC)=O)=[CH:4][CH:3]=1.[C:14]([C:16]1[CH:21]=[CH:20][N:19]=[CH:18][CH:17]=1)#[N:15].C(O[K])(C)(C)C.CC(O)(C)C.[CH3:33][N:34]=[C:35]=[S:36].[CH3:37]I.